Dataset: Reaction yield outcomes from USPTO patents with 853,638 reactions. Task: Predict the reaction yield, written as a fraction of the theoretical maximum amount of product (1.0 means a 100% yield; for example, 0.34 means a 34% yield). (1) The reactants are [CH2:1]([O:3][C:4]1[CH:12]=[C:11]([C:13]([F:16])([F:15])[F:14])[CH:10]=[CH:9][C:5]=1[C:6]([OH:8])=O)[CH3:2].[CH3:17][NH:18][O:19][CH3:20].CN1CCOCC1. The catalyst is C[N+]1(C2N=C(OC)N=C(OC)N=2)CCOCC1.[Cl-].CCOC(C)=O. The product is [CH3:20][O:19][N:18]([CH3:17])[C:6](=[O:8])[C:5]1[CH:9]=[CH:10][C:11]([C:13]([F:16])([F:15])[F:14])=[CH:12][C:4]=1[O:3][CH2:1][CH3:2]. The yield is 0.730. (2) The reactants are C([Si](C)(C)O[C:7]1[CH:12]=[CH:11][C:10]([C:13]([C:18]2[CH:31]=[CH:30][C:21]([O:22][CH2:23][C:24](=[O:29])[C:25]([CH3:28])([CH3:27])[CH3:26])=[C:20]([CH3:32])[CH:19]=2)([CH2:16][CH3:17])[CH2:14][CH3:15])=[CH:9][C:8]=1[CH3:33])(C)(C)C.C[Mg+].[Br-].[CH3:39]CCC[N+](CCCC)(CCCC)CCCC.[F-].CCN(CC)CC.[O:64](S(C(F)(F)F)(=O)=O)[S:65]([C:68]([F:71])([F:70])[F:69])(=[O:67])=[O:66]. The catalyst is C1COCC1.CCOC(C)=O. The product is [CH2:16]([C:13]([C:10]1[CH:11]=[CH:12][C:7]([O:64][S:65]([C:68]([F:71])([F:70])[F:69])(=[O:67])=[O:66])=[C:8]([CH3:33])[CH:9]=1)([C:18]1[CH:31]=[CH:30][C:21]([O:22][CH2:23][C:24]([OH:29])([CH3:39])[C:25]([CH3:26])([CH3:28])[CH3:27])=[C:20]([CH3:32])[CH:19]=1)[CH2:14][CH3:15])[CH3:17]. The yield is 0.870.